The task is: Predict the product of the given reaction.. This data is from Forward reaction prediction with 1.9M reactions from USPTO patents (1976-2016). (1) Given the reactants [NH2:1][C:2]1[CH:7]=[CH:6][CH:5]=[CH:4][C:3]=1[NH:8][C:9]([C:11]1[S:19][C:14]2[CH2:15][NH:16][CH2:17][CH2:18][C:13]=2[CH:12]=1)=[O:10].CCN(CC)CC.[N+](C1C=CC([O:36][C:37](=O)[NH:38][C:39]2[CH:40]=[N:41][CH:42]=[CH:43][CH:44]=2)=CC=1)([O-])=O, predict the reaction product. The product is: [NH2:1][C:2]1[CH:7]=[CH:6][CH:5]=[CH:4][C:3]=1[NH:8][C:9]([C:11]1[S:19][C:14]2[CH2:15][N:16]([C:37]([NH:38][C:39]3[CH:40]=[N:41][CH:42]=[CH:43][CH:44]=3)=[O:36])[CH2:17][CH2:18][C:13]=2[CH:12]=1)=[O:10]. (2) Given the reactants C1C=C(Cl)C=C(C(OO)=[O:9])C=1.[CH3:12][O:13][CH:14]([O:23][CH3:24])[C:15]1[CH:16]=[C:17]([Br:22])[C:18]([CH3:21])=[N:19][CH:20]=1.C([O-])(O)=O.[Na+].[OH-].[Na+], predict the reaction product. The product is: [CH3:24][O:23][CH:14]([O:13][CH3:12])[C:15]1[CH:16]=[C:17]([Br:22])[C:18]([CH3:21])=[N+:19]([O-:9])[CH:20]=1. (3) Given the reactants Br[C:2]1[C:3]([F:33])=[CH:4][C:5]2[CH:11]3[CH2:12][CH:9]([CH2:10]3)[N:8]3[C:13]([CH:19]([OH:31])[C:20]4[N:24]([CH:25]5[CH2:30][CH2:29][CH2:28][CH2:27][O:26]5)[N:23]=[CH:22][CH:21]=4)=[C:14]([C:16]([NH2:18])=[O:17])[N:15]=[C:7]3[C:6]=2[CH:32]=1.[C:34]([C:36]1([OH:41])[CH2:40][CH2:39][CH2:38][CH2:37]1)#[CH:35].C(NC(C)C)(C)C, predict the reaction product. The product is: [N:15]1[C:14]([C:16]([NH2:18])=[O:17])=[CH:13][N:8]2[CH:9]3[CH2:12][CH:11]([CH2:10]3)[C:5]3[CH:4]=[CH:3][CH:2]=[CH:32][C:6]=3[C:7]=12.[F:33][C:3]1[C:2]([C:35]#[C:34][C:36]2([OH:41])[CH2:40][CH2:39][CH2:38][CH2:37]2)=[CH:32][C:6]2[C:7]3[N:8]([C:13]([CH:19]([OH:31])[C:20]4[N:24]([CH:25]5[CH2:30][CH2:29][CH2:28][CH2:27][O:26]5)[N:23]=[CH:22][CH:21]=4)=[C:14]([C:16]([NH2:18])=[O:17])[N:15]=3)[CH:9]3[CH2:10][CH:11]([C:5]=2[CH:4]=1)[CH2:12]3. (4) Given the reactants [CH3:1][O:2][C:3]1[CH:12]=[CH:11][CH:10]=[C:9]2[C:4]=1[CH:5]=[CH:6][C:7](B1OC(C)(C)C(C)(C)O1)=[CH:8]2.Cl[C:23]1[CH:24]=[C:25]([CH2:29][N:30]2[CH:34]=[CH:33][N:32]=[C:31]2[CH3:35])[N:26]=[N:27][CH:28]=1, predict the reaction product. The product is: [CH3:1][O:2][C:3]1[CH:12]=[CH:11][CH:10]=[C:9]2[C:4]=1[CH:5]=[CH:6][C:7]([C:23]1[CH:24]=[C:25]([CH2:29][N:30]3[CH:34]=[CH:33][N:32]=[C:31]3[CH3:35])[N:26]=[N:27][CH:28]=1)=[CH:8]2. (5) Given the reactants [OH:1][CH:2]1[CH:7]([C:8]2[CH:13]=[CH:12][C:11]([OH:14])=[CH:10][CH:9]=2)[CH2:6][CH2:5][N:4]([C:15]([O:17][CH2:18][C:19]2[CH:24]=[CH:23][CH:22]=[CH:21][CH:20]=2)=[O:16])[CH2:3]1.C1(C)C=CC(S(O[C@@H:35]2[CH2:39][CH2:38][N:37]([C:40]([O:42][C:43]([CH3:46])([CH3:45])[CH3:44])=[O:41])[CH2:36]2)(=O)=O)=CC=1, predict the reaction product. The product is: [C:43]([O:42][C:40]([N:37]1[CH2:38][CH2:39][C@H:35]([O:14][C:11]2[CH:10]=[CH:9][C:8]([CH:7]3[CH2:6][CH2:5][N:4]([C:15]([O:17][CH2:18][C:19]4[CH:20]=[CH:21][CH:22]=[CH:23][CH:24]=4)=[O:16])[CH2:3][CH:2]3[OH:1])=[CH:13][CH:12]=2)[CH2:36]1)=[O:41])([CH3:46])([CH3:44])[CH3:45].